Dataset: Full USPTO retrosynthesis dataset with 1.9M reactions from patents (1976-2016). Task: Predict the reactants needed to synthesize the given product. (1) Given the product [CH2:1]([NH:8][C:9]([C:11]1[S:15][C:14]([C:16]2[CH:20]=[CH:19][N:18]([CH2:24][C@@H:23]([C:26]3[CH:31]=[CH:30][CH:29]=[CH:28][CH:27]=3)[CH3:25])[N:17]=2)=[N:13][C:12]=1[CH3:21])=[O:10])[C:2]1[CH:3]=[CH:4][CH:5]=[CH:6][CH:7]=1, predict the reactants needed to synthesize it. The reactants are: [CH2:1]([NH:8][C:9]([C:11]1[S:15][C:14]([C:16]2[NH:17][N:18]=[CH:19][CH:20]=2)=[N:13][C:12]=1[CH3:21])=[O:10])[C:2]1[CH:7]=[CH:6][CH:5]=[CH:4][CH:3]=1.Br[C:23]([C:26]1[CH:31]=[CH:30][CH:29]=[CH:28][CH:27]=1)([CH3:25])[CH3:24]. (2) Given the product [NH2:27][C:25]1[S:26][C:1]([CH2:3][CH2:4][CH2:5][CH2:6][C:7]2[N:12]=[N:11][C:10]([NH:13][C:14](=[O:22])[CH2:15][C:16]3[CH:21]=[CH:20][CH:19]=[CH:18][CH:17]=3)=[CH:9][CH:8]=2)=[N:2][N:24]=1, predict the reactants needed to synthesize it. The reactants are: [C:1]([CH2:3][CH2:4][CH2:5][CH2:6][C:7]1[N:12]=[N:11][C:10]([NH:13][C:14](=[O:22])[CH2:15][C:16]2[CH:21]=[CH:20][CH:19]=[CH:18][CH:17]=2)=[CH:9][CH:8]=1)#[N:2].N[NH:24][C:25]([NH2:27])=[S:26].FC(F)(F)C(O)=O.C(=O)(O)[O-].[Na+].